From a dataset of NCI-60 drug combinations with 297,098 pairs across 59 cell lines. Regression. Given two drug SMILES strings and cell line genomic features, predict the synergy score measuring deviation from expected non-interaction effect. (1) Drug 1: C1C(C(OC1N2C=C(C(=O)NC2=O)F)CO)O. Drug 2: C(CN)CNCCSP(=O)(O)O. Cell line: PC-3. Synergy scores: CSS=30.8, Synergy_ZIP=-3.02, Synergy_Bliss=6.42, Synergy_Loewe=-75.9, Synergy_HSA=7.91. (2) Drug 1: CC1=C(N=C(N=C1N)C(CC(=O)N)NCC(C(=O)N)N)C(=O)NC(C(C2=CN=CN2)OC3C(C(C(C(O3)CO)O)O)OC4C(C(C(C(O4)CO)O)OC(=O)N)O)C(=O)NC(C)C(C(C)C(=O)NC(C(C)O)C(=O)NCCC5=NC(=CS5)C6=NC(=CS6)C(=O)NCCC[S+](C)C)O. Drug 2: C#CCC(CC1=CN=C2C(=N1)C(=NC(=N2)N)N)C3=CC=C(C=C3)C(=O)NC(CCC(=O)O)C(=O)O. Cell line: MCF7. Synergy scores: CSS=26.5, Synergy_ZIP=-4.60, Synergy_Bliss=-0.409, Synergy_Loewe=0.753, Synergy_HSA=-0.200. (3) Synergy scores: CSS=15.2, Synergy_ZIP=1.83, Synergy_Bliss=6.49, Synergy_Loewe=-1.30, Synergy_HSA=3.61. Drug 1: C1CCC(C1)C(CC#N)N2C=C(C=N2)C3=C4C=CNC4=NC=N3. Drug 2: C1CC(C1)(C(=O)O)C(=O)O.[NH2-].[NH2-].[Pt+2]. Cell line: BT-549. (4) Drug 1: CC1=C(C=C(C=C1)NC2=NC=CC(=N2)N(C)C3=CC4=NN(C(=C4C=C3)C)C)S(=O)(=O)N.Cl. Drug 2: CC1CCCC2(C(O2)CC(NC(=O)CC(C(C(=O)C(C1O)C)(C)C)O)C(=CC3=CSC(=N3)C)C)C. Cell line: KM12. Synergy scores: CSS=10.3, Synergy_ZIP=-1.84, Synergy_Bliss=2.70, Synergy_Loewe=1.98, Synergy_HSA=4.58. (5) Drug 1: CC1=C(C(=O)C2=C(C1=O)N3CC4C(C3(C2COC(=O)N)OC)N4)N. Drug 2: C1CNP(=O)(OC1)N(CCCl)CCCl. Cell line: OVCAR-5. Synergy scores: CSS=15.3, Synergy_ZIP=-11.4, Synergy_Bliss=-3.28, Synergy_Loewe=-21.6, Synergy_HSA=-2.25.